Task: Predict the reactants needed to synthesize the given product.. Dataset: Full USPTO retrosynthesis dataset with 1.9M reactions from patents (1976-2016) (1) Given the product [CH3:21][C:20]([CH3:23])([CH3:22])[C:19](=[O:24])[O:25][CH2:26][N:15]1[C:14](=[O:16])[O:13][N:12]=[C:11]1[C:7]1[CH:6]=[C:5]([C:4]([F:3])([F:17])[F:18])[CH:10]=[CH:9][N:8]=1, predict the reactants needed to synthesize it. The reactants are: [H-].[Na+].[F:3][C:4]([F:18])([F:17])[C:5]1[CH:10]=[CH:9][N:8]=[C:7]([C:11]2[NH:12][O:13][C:14](=[O:16])[N:15]=2)[CH:6]=1.[C:19]([O:25][CH2:26]Cl)(=[O:24])[C:20]([CH3:23])([CH3:22])[CH3:21].[Cl-].[NH4+]. (2) Given the product [Cl:24][C:25]1[CH:32]=[CH:31][CH:30]=[CH:29][C:26]=1[CH:27]([OH:28])[CH2:17][C:10]1[CH:9]=[C:8]([C:7]2[N:3]([CH2:1][CH3:2])[N:4]=[C:5]([C:18]3[CH:19]=[N:20][CH:21]=[CH:22][CH:23]=3)[N:6]=2)[CH:13]=[CH:12][C:11]=1[N+:14]([O-:16])=[O:15], predict the reactants needed to synthesize it. The reactants are: [CH2:1]([N:3]1[C:7]([C:8]2[CH:13]=[CH:12][C:11]([N+:14]([O-:16])=[O:15])=[C:10]([CH3:17])[CH:9]=2)=[N:6][C:5]([C:18]2[CH:19]=[N:20][CH:21]=[CH:22][CH:23]=2)=[N:4]1)[CH3:2].[Cl:24][C:25]1[CH:32]=[CH:31][CH:30]=[CH:29][C:26]=1[CH:27]=[O:28].C1CCN2C(=NCCC2)CC1. (3) Given the product [CH3:1][O:2][C:3]([C:5]1[C@@H:6]2[N:19]([C:20]([O:22][C:23]([CH3:26])([CH3:25])[CH3:24])=[O:21])[C@H:9]([CH2:10][C:11]=1[C:12]1[CH:13]=[CH:14][C:15]([O:18][CH2:41][C:39]3[O:38][N:37]=[C:36]([C:29]4[C:30]([F:35])=[CH:31][CH:32]=[C:33]([F:34])[C:28]=4[Cl:27])[CH:40]=3)=[CH:16][CH:17]=1)[CH2:8][CH2:7]2)=[O:4], predict the reactants needed to synthesize it. The reactants are: [CH3:1][O:2][C:3]([C:5]1[C@@H:6]2[N:19]([C:20]([O:22][C:23]([CH3:26])([CH3:25])[CH3:24])=[O:21])[C@H:9]([CH2:10][C:11]=1[C:12]1[CH:17]=[CH:16][C:15]([OH:18])=[CH:14][CH:13]=1)[CH2:8][CH2:7]2)=[O:4].[Cl:27][C:28]1[C:33]([F:34])=[CH:32][CH:31]=[C:30]([F:35])[C:29]=1[C:36]1[CH:40]=[C:39]([CH2:41]O)[O:38][N:37]=1.C1CCN(C(N=NC(N2CCCCC2)=O)=O)CC1.P(CCCC)(CCCC)CCCC. (4) Given the product [N+:23]([C:19]1[CH:18]=[C:17]([C:15]2[CH:14]=[CH:13][N:1]3[C:5]4[CH:6]=[CH:7][CH:8]=[CH:9][C:4]=4[N:3]=[C:2]3[N:10]=2)[CH:22]=[CH:21][CH:20]=1)([O-:25])=[O:24], predict the reactants needed to synthesize it. The reactants are: [NH:1]1[C:5]2[CH:6]=[CH:7][CH:8]=[CH:9][C:4]=2[N:3]=[C:2]1[NH2:10].CN(C)/[CH:13]=[CH:14]/[C:15]([C:17]1[CH:22]=[CH:21][CH:20]=[C:19]([N+:23]([O-:25])=[O:24])[CH:18]=1)=O. (5) Given the product [CH2:19]([OH:20])[C@@H:8]([C@H:9]([C@@H:10]([C@@H:5]([CH2:6][OH:47])[OH:4])[OH:11])[OH:15])[OH:7], predict the reactants needed to synthesize it. The reactants are: C([O:4][C@@H:5]1[C@@H:10]([O:11]C(=O)C)[C@H:9]([O:15]C(=O)C)[C@@H:8]([CH2:19][O:20]C(=O)C)[O:7][C@H:6]1C1C=C(CC2SC3C=CC=CC=3C=2)C=CC=1OC1CCCC1)(=O)C.C[O-:47].[Na+]. (6) Given the product [C:1]([O:5][C:6]([NH:8][C:9]1[C:13]2=[N:14][CH:15]=[C:16]([CH:18]([CH3:19])[CH3:20])[CH:17]=[C:12]2[O:11][C:10]=1[C:21]([OH:23])=[O:22])=[O:7])([CH3:2])([CH3:4])[CH3:3], predict the reactants needed to synthesize it. The reactants are: [C:1]([O:5][C:6]([NH:8][C:9]1[C:13]2=[N:14][CH:15]=[C:16]([CH:18]([CH3:20])[CH3:19])[CH:17]=[C:12]2[O:11][C:10]=1[C:21]([O:23]CC)=[O:22])=[O:7])([CH3:4])([CH3:3])[CH3:2].[Li+].[OH-].C1COCC1.O. (7) Given the product [F:43][C:2]([F:1])([F:42])[C:3]1[CH:4]=[C:5]([CH:35]=[C:36]([C:38]([F:39])([F:40])[F:41])[CH:37]=1)[CH2:6][N:7]([CH2:23][C:24]1[CH:29]=[C:28]([C:30]([F:33])([F:32])[F:31])[CH:27]=[CH:26][C:25]=1[O:34][C:51]1[CH:52]=[C:47]([Cl:46])[N:48]=[CH:49][N:50]=1)[C:8]1[N:9]=[CH:10][C:11]([O:14][CH2:15][CH2:16][CH2:17][C:18]([O:20][CH2:21][CH3:22])=[O:19])=[CH:12][N:13]=1, predict the reactants needed to synthesize it. The reactants are: [F:1][C:2]([F:43])([F:42])[C:3]1[CH:4]=[C:5]([CH:35]=[C:36]([C:38]([F:41])([F:40])[F:39])[CH:37]=1)[CH2:6][N:7]([CH2:23][C:24]1[CH:29]=[C:28]([C:30]([F:33])([F:32])[F:31])[CH:27]=[CH:26][C:25]=1[OH:34])[C:8]1[N:13]=[CH:12][C:11]([O:14][CH2:15][CH2:16][CH2:17][C:18]([O:20][CH2:21][CH3:22])=[O:19])=[CH:10][N:9]=1.[H-].[Na+].[Cl:46][C:47]1[CH:52]=[C:51](Cl)[N:50]=[CH:49][N:48]=1.O.